From a dataset of Catalyst prediction with 721,799 reactions and 888 catalyst types from USPTO. Predict which catalyst facilitates the given reaction. (1) Reactant: [CH2:1]([C:3]1[CH:19]=[CH:18][C:6]2[CH2:7][CH2:8][N:9]([C:12](=[O:17])[C:13]([F:16])([F:15])[F:14])[CH2:10][CH2:11][C:5]=2[C:4]=1[OH:20])[CH3:2].C(N(CC)CC)C.[F:28][C:29]([F:42])([F:41])[S:30](O[S:30]([C:29]([F:42])([F:41])[F:28])(=[O:32])=[O:31])(=[O:32])=[O:31]. Product: [CH2:1]([C:3]1[CH:19]=[CH:18][C:6]2[CH2:7][CH2:8][N:9]([C:12](=[O:17])[C:13]([F:16])([F:14])[F:15])[CH2:10][CH2:11][C:5]=2[C:4]=1[O:20][S:30]([C:29]([F:42])([F:41])[F:28])(=[O:32])=[O:31])[CH3:2]. The catalyst class is: 2. (2) Reactant: Cl[C:2]1[N:3]=[C:4]([NH:19][CH3:20])[C:5]2[CH2:10][CH2:9][CH:8]([C:11]3[CH:16]=[CH:15][C:14]([F:17])=[CH:13][C:12]=3[F:18])[C:6]=2[N:7]=1.[Cl:21][C:22]1[N:23]=[CH:24][N:25]([C:27]2[CH:33]=[CH:32][C:30]([NH2:31])=[CH:29][C:28]=2[O:34][CH3:35])[CH:26]=1. Product: [Cl:21][C:22]1[N:23]=[CH:24][N:25]([C:27]2[CH:33]=[CH:32][C:30]([NH:31][C:2]3[N:3]=[C:4]([NH:19][CH3:20])[C:5]4[CH2:10][CH2:9][CH:8]([C:11]5[CH:16]=[CH:15][C:14]([F:17])=[CH:13][C:12]=5[F:18])[C:6]=4[N:7]=3)=[CH:29][C:28]=2[O:34][CH3:35])[CH:26]=1. The catalyst class is: 559. (3) Reactant: [NH2:1][CH2:2][C:3]1[NH:4][C:5](=[O:13])[C:6]2[C:7]([N:12]=1)=[N:8][CH:9]=[N:10][CH:11]=2.CCN(C(C)C)C(C)C.[C:23]1([CH2:29][CH2:30][C:31](Cl)=[O:32])[CH:28]=[CH:27][CH:26]=[CH:25][CH:24]=1. Product: [O:13]=[C:5]1[C:6]2[C:7](=[N:8][CH:9]=[N:10][CH:11]=2)[N:12]=[C:3]([CH2:2][NH:1][C:31](=[O:32])[CH2:30][CH2:29][C:23]2[CH:28]=[CH:27][CH:26]=[CH:25][CH:24]=2)[NH:4]1. The catalyst class is: 1. (4) Reactant: [CH3:1][C:2]1[O:6][C:5]([C:7]2[CH:14]=[CH:13][C:10]([CH:11]=[O:12])=[CH:9][CH:8]=2)=[N:4][C:3]=1[CH2:15][N:16]1[C:24]2[C:19](=[CH:20][C:21]([C:25]([OH:34])([C:30]([F:33])([F:32])[F:31])[C:26]([F:29])([F:28])[F:27])=[CH:22][CH:23]=2)[CH:18]=[C:17]1[CH3:35].[CH3:36][Mg]Br. Product: [F:29][C:26]([F:27])([F:28])[C:25]([C:21]1[CH:20]=[C:19]2[C:24](=[CH:23][CH:22]=1)[N:16]([CH2:15][C:3]1[N:4]=[C:5]([C:7]3[CH:8]=[CH:9][C:10]([CH:11]([OH:12])[CH3:36])=[CH:13][CH:14]=3)[O:6][C:2]=1[CH3:1])[C:17]([CH3:35])=[CH:18]2)([OH:34])[C:30]([F:33])([F:32])[F:31]. The catalyst class is: 165. (5) Reactant: Br[CH2:2][C:3]1[CH:8]=[C:7]([O:9][CH3:10])[CH:6]=[C:5]([O:11][CH3:12])[CH:4]=1.[S:13]([O-:16])([O-:15])=[O:14].[Na+:17].[Na+]. Product: [CH3:12][O:11][C:5]1[CH:4]=[C:3]([CH2:2][S:13]([O-:16])(=[O:15])=[O:14])[CH:8]=[C:7]([O:9][CH3:10])[CH:6]=1.[Na+:17]. The catalyst class is: 95.